Task: Predict the reactants needed to synthesize the given product.. Dataset: Full USPTO retrosynthesis dataset with 1.9M reactions from patents (1976-2016) (1) Given the product [ClH:28].[CH3:1][O:2][C:3]1[CH:8]=[C:7]([CH2:9][CH2:10][CH2:11][O:12][CH3:13])[C:6]([O:14][CH3:15])=[CH:5][C:4]=1[CH2:16][C@H:17]([NH2:19])[CH3:18], predict the reactants needed to synthesize it. The reactants are: [CH3:1][O:2][C:3]1[CH:8]=[C:7]([CH2:9][CH2:10][CH2:11][O:12][CH3:13])[C:6]([O:14][CH3:15])=[CH:5][C:4]=1[CH2:16][C@H:17]([NH:19]C(=O)C(F)(F)F)[CH3:18].[OH-].[Na+].[ClH:28]. (2) Given the product [CH3:5][O:6][C:7]1[CH:12]=[CH:11][C:10]2[C:16](=[O:15])[CH2:17][O:13][C:9]=2[CH:8]=1, predict the reactants needed to synthesize it. The reactants are: ClCC#N.[CH3:5][O:6][C:7]1[CH:8]=[C:9]([OH:13])[CH:10]=[CH:11][CH:12]=1.Cl.[O:15]1CCO[CH2:17][CH2:16]1. (3) Given the product [CH3:16][O:15][C:10](=[O:14])/[C:11](/[CH3:13])=[CH:12]/[C:2]1[C:7]([CH3:8])=[CH:6][CH:5]=[CH:4][C:3]=1[CH3:9], predict the reactants needed to synthesize it. The reactants are: Cl[C:2]1[C:7]([CH3:8])=[CH:6][CH:5]=[CH:4][C:3]=1[CH3:9].[C:10]([O:15][CH3:16])(=[O:14])[C:11]([CH3:13])=[CH2:12].C1(C(N)C2CCCCC2)CCCCC1. (4) Given the product [F:72][C:67]1[CH:68]=[CH:69][CH:70]=[CH:71][C:66]=1[C@H:59]([CH:60]1[CH2:65][CH2:64][O:63][CH2:62][CH2:61]1)[N:43]1[C:44]2[C:45]([S:55]([CH3:58])(=[O:57])=[O:56])=[CH:46][CH:47]=[C:48]([O:53][CH3:54])[C:49]=2[C:50]2[N:51]=[CH:52][C:40]([C:32]3[N:36]([CH3:37])[N:35]=[N:34][C:33]=3[CH3:38])=[CH:41][C:42]1=2, predict the reactants needed to synthesize it. The reactants are: FC1C2C3N=CC([C:32]4[N:36]([CH3:37])[N:35]=[N:34][C:33]=4[CH3:38])=CC=3N([C@@H](C3CCOCC3)C3C=CC=CC=3)C=2C(S(C)(=O)=O)=CC=1.Br[C:40]1[CH:52]=[N:51][C:50]2[C:49]3[C:48]([O:53][CH3:54])=[CH:47][CH:46]=[C:45]([S:55]([CH3:58])(=[O:57])=[O:56])[C:44]=3[N:43]([C@H:59]([C:66]3[CH:71]=[CH:70][CH:69]=[CH:68][C:67]=3[F:72])[CH:60]3[CH2:65][CH2:64][O:63][CH2:62][CH2:61]3)[C:42]=2[CH:41]=1. (5) Given the product [CH:25]1([C:23]2[CH:22]=[C:21]([F:28])[C:18]3[C:19](=[O:20])[N:13]([CH2:12][C:10]4[CH:9]=[CH:8][C:7]([C:39]5[CH:44]=[CH:43][N:42]=[C:41]6[NH:45][C:55]([C:53]7[CH:52]=[N:51][N:50]([CH3:49])[CH:54]=7)=[N:46][C:40]=56)=[C:6]([CH2:5][OH:4])[CH:11]=4)[CH2:14][CH2:15][O:16][C:17]=3[CH:24]=2)[CH2:27][CH2:26]1, predict the reactants needed to synthesize it. The reactants are: C([O:4][CH2:5][C:6]1[CH:11]=[C:10]([CH2:12][N:13]2[C:19](=[O:20])[C:18]3[C:21]([F:28])=[CH:22][C:23]([CH:25]4[CH2:27][CH2:26]4)=[CH:24][C:17]=3[O:16][CH2:15][CH2:14]2)[CH:9]=[CH:8][C:7]=1B1OC(C)(C)C(C)(C)O1)(=O)C.Cl[C:39]1[CH:44]=[CH:43][N:42]=[C:41]([NH2:45])[C:40]=1[N+:46]([O-])=O.[CH3:49][N:50]1[CH:54]=[C:53]([CH:55]=O)[CH:52]=[N:51]1.